Dataset: KCNQ2 potassium channel screen with 302,405 compounds. Task: Binary Classification. Given a drug SMILES string, predict its activity (active/inactive) in a high-throughput screening assay against a specified biological target. (1) The compound is S(CC(=O)Nc1ccc(OCC)cc1)c1n[nH]nc1. The result is 0 (inactive). (2) The result is 0 (inactive). The compound is S(=O)(=O)(NC(C(=O)N1CCOCCOCCOCC1)C)c1ccc(cc1)C. (3) The molecule is O=C1C(C(NC(C1)c1ccccc1)c1ccccc1)CC. The result is 0 (inactive). (4) The drug is O1CCN(CC1)CCNC(=O)c1c(c2ccccc2)cccc1. The result is 0 (inactive). (5) The result is 0 (inactive). The molecule is O=C(N1CCCC1)C(=O)NNC(=O)COc1ccc(OC)cc1. (6) The drug is S(=O)(=O)(N(CC(=O)Nc1ccc(cc1)C(OCC)=O)c1ccc(OC)cc1)c1c(onc1C)C. The result is 0 (inactive). (7) The molecule is Fc1ccc(CN2C(CN(CC2)Cc2oc3c(c2)cccc3)CCO)cc1. The result is 0 (inactive). (8) The molecule is s1c(NC(=O)C2C3CC(C2C(O)=O)C=C3)nc2c1cc(S(=O)(=O)C)cc2. The result is 0 (inactive). (9) The molecule is S(CCN1CCOCC1)c1nc(N)c(cn1)C(OCC)=O. The result is 0 (inactive).